From a dataset of Reaction yield outcomes from USPTO patents with 853,638 reactions. Predict the reaction yield, written as a fraction of the theoretical maximum amount of product (1.0 means a 100% yield; for example, 0.34 means a 34% yield). (1) The reactants are [C:1]([C:4]1[CH:9]=[CH:8][N:7]=[CH:6][CH:5]=1)(=[O:3])[CH3:2].CO[CH:12](OC)[N:13]([CH3:15])[CH3:14].C(OCC)C. The catalyst is C1(C)C=CC=CC=1. The product is [CH3:12][N:13]([CH3:15])/[CH:14]=[CH:2]/[C:1]([C:4]1[CH:9]=[CH:8][N:7]=[CH:6][CH:5]=1)=[O:3]. The yield is 0.710. (2) The reactants are B(F)(F)F.CCOCC.[Cl:10][C:11]1[CH:12]=[C:13]([CH:17]=[CH:18][N:19]=1)[C:14](O)=[O:15].[BH4-].[Na+]. The catalyst is C1COCC1. The product is [Cl:10][C:11]1[CH:12]=[C:13]([CH2:14][OH:15])[CH:17]=[CH:18][N:19]=1. The yield is 0.858. (3) The reactants are C([NH:9][C:10]1[S:11][CH2:12][C@@H:13]2[CH2:18][N:17]([C:19]3[N:24]=[CH:23][C:22]([F:25])=[CH:21][N:20]=3)[CH2:16][C@:14]2([C:26]2[CH:27]=[C:28]([NH:32][C:33]([C:35]3[CH:40]=[CH:39][C:38]([F:41])=[CH:37][N:36]=3)=[O:34])[CH:29]=[CH:30][CH:31]=2)[N:15]=1)(=O)C1C=CC=CC=1.Cl.CON.N1C=CC=CC=1. The catalyst is C(O)C. The product is [NH2:9][C:10]1[S:11][CH2:12][C@@H:13]2[CH2:18][N:17]([C:19]3[N:24]=[CH:23][C:22]([F:25])=[CH:21][N:20]=3)[CH2:16][C@:14]2([C:26]2[CH:27]=[C:28]([NH:32][C:33]([C:35]3[CH:40]=[CH:39][C:38]([F:41])=[CH:37][N:36]=3)=[O:34])[CH:29]=[CH:30][CH:31]=2)[N:15]=1. The yield is 0.840. (4) The reactants are C1C=CC(P(C2C=CC=CC=2)C2C=CC=CC=2)=CC=1.CCOC(/N=N/C(OCC)=O)=O.O[CH:33]1[CH2:38][CH2:37][CH:36]([N:39]2[C:47](=[O:48])[C:46]3[C:41](=[CH:42][CH:43]=[CH:44][CH:45]=3)[C:40]2=[O:49])[CH2:35][CH2:34]1.[CH3:50][C:51]([SH:53])=[O:52]. The catalyst is C1COCC1.O.CC(=O)OCC. The product is [C:51](=[O:52])([S:53][CH:33]1[CH2:38][CH2:37][CH:36]([N:39]2[C:47](=[O:48])[C:46]3[C:41](=[CH:42][CH:43]=[CH:44][CH:45]=3)[C:40]2=[O:49])[CH2:35][CH2:34]1)[CH3:50]. The yield is 0.810. (5) The reactants are [F:1][C:2]1[CH:7]=[CH:6][C:5]([C:8]#[C:9][C@:10]2([OH:17])[CH2:14][CH2:13][N:12]([CH3:15])[C:11]2=[O:16])=[CH:4][C:3]=1[N:18]1[C:22]2[CH2:23][CH2:24][CH2:25][C:21]=2[C:20]([C:26]([O:28]CC)=O)=[N:19]1.[NH3:31]. The product is [F:1][C:2]1[CH:7]=[CH:6][C:5]([C:8]#[C:9][C@:10]2([OH:17])[CH2:14][CH2:13][N:12]([CH3:15])[C:11]2=[O:16])=[CH:4][C:3]=1[N:18]1[C:22]2[CH2:23][CH2:24][CH2:25][C:21]=2[C:20]([C:26]([NH2:31])=[O:28])=[N:19]1. The yield is 0.200. No catalyst specified.